Dataset: NCI-60 drug combinations with 297,098 pairs across 59 cell lines. Task: Regression. Given two drug SMILES strings and cell line genomic features, predict the synergy score measuring deviation from expected non-interaction effect. (1) Drug 1: CC1C(C(=O)NC(C(=O)N2CCCC2C(=O)N(CC(=O)N(C(C(=O)O1)C(C)C)C)C)C(C)C)NC(=O)C3=C4C(=C(C=C3)C)OC5=C(C(=O)C(=C(C5=N4)C(=O)NC6C(OC(=O)C(N(C(=O)CN(C(=O)C7CCCN7C(=O)C(NC6=O)C(C)C)C)C)C(C)C)C)N)C. Drug 2: C(CCl)NC(=O)N(CCCl)N=O. Cell line: SK-MEL-5. Synergy scores: CSS=8.14, Synergy_ZIP=-6.67, Synergy_Bliss=-5.36, Synergy_Loewe=-18.0, Synergy_HSA=-4.66. (2) Drug 1: C1=CC(=CC=C1CC(C(=O)O)N)N(CCCl)CCCl.Cl. Drug 2: CC1C(C(CC(O1)OC2CC(OC(C2O)C)OC3=CC4=CC5=C(C(=O)C(C(C5)C(C(=O)C(C(C)O)O)OC)OC6CC(C(C(O6)C)O)OC7CC(C(C(O7)C)O)OC8CC(C(C(O8)C)O)(C)O)C(=C4C(=C3C)O)O)O)O. Cell line: MALME-3M. Synergy scores: CSS=14.3, Synergy_ZIP=3.14, Synergy_Bliss=8.95, Synergy_Loewe=7.46, Synergy_HSA=6.42. (3) Drug 1: CN(CCCl)CCCl.Cl. Drug 2: C1C(C(OC1N2C=NC(=NC2=O)N)CO)O. Cell line: CCRF-CEM. Synergy scores: CSS=44.4, Synergy_ZIP=-1.93, Synergy_Bliss=-3.12, Synergy_Loewe=-2.62, Synergy_HSA=-0.125. (4) Drug 1: CNC(=O)C1=CC=CC=C1SC2=CC3=C(C=C2)C(=NN3)C=CC4=CC=CC=N4. Drug 2: COC1=NC(=NC2=C1N=CN2C3C(C(C(O3)CO)O)O)N. Cell line: UACC62. Synergy scores: CSS=-0.593, Synergy_ZIP=-0.0130, Synergy_Bliss=-1.90, Synergy_Loewe=-6.75, Synergy_HSA=-3.34. (5) Drug 1: CCCS(=O)(=O)NC1=C(C(=C(C=C1)F)C(=O)C2=CNC3=C2C=C(C=N3)C4=CC=C(C=C4)Cl)F. Drug 2: C1=CC(=CC=C1CC(C(=O)O)N)N(CCCl)CCCl.Cl. Cell line: HCT-15. Synergy scores: CSS=19.3, Synergy_ZIP=-3.58, Synergy_Bliss=3.00, Synergy_Loewe=-5.51, Synergy_HSA=-1.37. (6) Drug 1: CC12CCC3C(C1CCC2=O)CC(=C)C4=CC(=O)C=CC34C. Drug 2: COC1=NC(=NC2=C1N=CN2C3C(C(C(O3)CO)O)O)N. Cell line: SK-OV-3. Synergy scores: CSS=26.1, Synergy_ZIP=4.69, Synergy_Bliss=4.40, Synergy_Loewe=-1.59, Synergy_HSA=0.811. (7) Drug 1: C(=O)(N)NO. Drug 2: C1=CC=C(C(=C1)C(C2=CC=C(C=C2)Cl)C(Cl)Cl)Cl. Cell line: HS 578T. Synergy scores: CSS=-16.7, Synergy_ZIP=13.4, Synergy_Bliss=17.2, Synergy_Loewe=-6.43, Synergy_HSA=-2.94. (8) Drug 1: CS(=O)(=O)C1=CC(=C(C=C1)C(=O)NC2=CC(=C(C=C2)Cl)C3=CC=CC=N3)Cl. Drug 2: CC(CN1CC(=O)NC(=O)C1)N2CC(=O)NC(=O)C2. Cell line: UO-31. Synergy scores: CSS=51.6, Synergy_ZIP=4.08, Synergy_Bliss=5.94, Synergy_Loewe=8.49, Synergy_HSA=8.64.